This data is from Full USPTO retrosynthesis dataset with 1.9M reactions from patents (1976-2016). The task is: Predict the reactants needed to synthesize the given product. (1) The reactants are: [CH:1]12[CH2:7][CH:4]([CH2:5][CH2:6]1)[C:3](=O)[C:2]2=O.COP([CH2:16][C:17]([C:19]1[C:20]([C:25]([F:28])([F:27])[F:26])=[N:21][N:22]([CH3:24])[CH:23]=1)=O)(=O)OC.O.[NH2:30][NH2:31]. Given the product [CH3:24][N:22]1[CH:23]=[C:19]([C:17]2[CH:16]=[C:3]3[C:2]([CH:1]4[CH2:7][CH:4]3[CH2:5][CH2:6]4)=[N:31][N:30]=2)[C:20]([C:25]([F:28])([F:27])[F:26])=[N:21]1, predict the reactants needed to synthesize it. (2) Given the product [Cl:32][CH2:33][C:34]([CH3:39])([CH3:38])[C:35]([N:8]([C@H:9]1[CH2:10][CH2:11][C@H:12]([NH:15][C:16](=[O:22])[O:17][C:18]([CH3:21])([CH3:19])[CH3:20])[CH2:13][CH2:14]1)[CH2:7][C:6]1[CH:5]=[CH:4][C:3]([O:2][CH3:1])=[CH:24][CH:23]=1)=[O:36], predict the reactants needed to synthesize it. The reactants are: [CH3:1][O:2][C:3]1[CH:24]=[CH:23][C:6]([CH2:7][NH:8][C@H:9]2[CH2:14][CH2:13][C@H:12]([NH:15][C:16](=[O:22])[O:17][C:18]([CH3:21])([CH3:20])[CH3:19])[CH2:11][CH2:10]2)=[CH:5][CH:4]=1.C(N(CC)CC)C.[Cl:32][CH2:33][C:34]([CH3:39])([CH3:38])[C:35](Cl)=[O:36]. (3) Given the product [CH3:50][O:51][C:52](=[O:65])[CH2:53][CH2:54][NH:55][C:56](=[O:64])[C:57]1[CH:62]=[CH:61][C:60]([O:16][CH2:15][C:12]2[CH:13]=[N:14][C:9]([C:6]3[CH:5]=[CH:4][C:3]([C:2]([F:17])([F:1])[F:18])=[CH:8][CH:7]=3)=[CH:10][CH:11]=2)=[CH:59][CH:58]=1, predict the reactants needed to synthesize it. The reactants are: [F:1][C:2]([F:18])([F:17])[C:3]1[CH:8]=[CH:7][C:6]([C:9]2[N:14]=[CH:13][C:12]([CH2:15][OH:16])=[CH:11][CH:10]=2)=[CH:5][CH:4]=1.N(C(N1CCCCC1)=O)=NC(N1CCCCC1)=O.C(P(CCCC)CCCC)CCC.[CH3:50][O:51][C:52](=[O:65])[CH2:53][CH2:54][NH:55][C:56](=[O:64])[C:57]1[CH:62]=[CH:61][C:60](O)=[CH:59][CH:58]=1.